This data is from Catalyst prediction with 721,799 reactions and 888 catalyst types from USPTO. The task is: Predict which catalyst facilitates the given reaction. (1) Reactant: OC(C(F)(F)F)=O.[F:8][C:9]1[CH:36]=[CH:35][C:12]([CH2:13][N:14]2[CH2:33][CH2:32][N:17]3[C:18](=[O:31])[N:19]([CH2:24][CH:25]4[CH2:30][O:29][CH2:28][CH2:27][NH:26]4)[C:20](=[O:23])[C:21]([OH:22])=[C:16]3[C:15]2=[O:34])=[CH:11][CH:10]=1.Cl.CN(C)CCCN=C=NCC.O.ON1C2C=CC=CC=2N=N1.C(N(CC)CC)C.[CH3:67][N:68]([C:70](=[O:74])[C:71](O)=[O:72])[CH3:69]. Product: [F:8][C:9]1[CH:10]=[CH:11][C:12]([CH2:13][N:14]2[CH2:33][CH2:32][N:17]3[C:18](=[O:31])[N:19]([CH2:24][CH:25]4[CH2:30][O:29][CH2:28][CH2:27][N:26]4[C:71](=[O:72])[C:70]([N:68]([CH3:69])[CH3:67])=[O:74])[C:20](=[O:23])[C:21]([OH:22])=[C:16]3[C:15]2=[O:34])=[CH:35][CH:36]=1. The catalyst class is: 3. (2) Reactant: [N:1]1[CH:6]=[CH:5][CH:4]=[CH:3][C:2]=1[C:7]1[C:8]([NH2:13])=[N:9][NH:10][C:11]=1[NH2:12].[CH3:14][O:15][CH2:16][N:17]1[C:25]2[C:20](=[CH:21][C:22]([C:26](=O)[CH2:27][C:28](OCC)=[O:29])=[CH:23][CH:24]=2)[CH:19]=[N:18]1.CC1C=CC(S(O)(=O)=O)=CC=1. Product: [NH2:12][C:11]1[C:7]([C:2]2[CH:3]=[CH:4][CH:5]=[CH:6][N:1]=2)=[C:8]2[NH:13][C:26]([C:22]3[CH:21]=[C:20]4[C:25](=[CH:24][CH:23]=3)[N:17]([CH2:16][O:15][CH3:14])[N:18]=[CH:19]4)=[CH:27][C:28](=[O:29])[N:9]2[N:10]=1. The catalyst class is: 114. (3) Reactant: C[O:2][C:3]1[CH:8]=[CH:7][C:6]([CH2:9][CH:10]([C:16]2[O:17][CH:18]=[CH:19][N:20]=2)[CH2:11][C:12]([O:14][CH3:15])=[O:13])=[CH:5][CH:4]=1.B(Br)(Br)Br. Product: [OH:2][C:3]1[CH:8]=[CH:7][C:6]([CH2:9][CH:10]([C:16]2[O:17][CH:18]=[CH:19][N:20]=2)[CH2:11][C:12]([O:14][CH3:15])=[O:13])=[CH:5][CH:4]=1. The catalyst class is: 2. (4) Reactant: [Br:1][C:2]1[C:10]2[C:9](Cl)=[N:8][CH:7]=[N:6][C:5]=2[S:4][C:3]=1[C:12]1[O:13][C:14]([Cl:17])=[CH:15][CH:16]=1.[OH:18][C@H:19]([CH2:25][C:26]1[CH:31]=[CH:30][CH:29]=[CH:28][C:27]=1[O:32][CH2:33][C:34]1[CH:39]=[CH:38][C:37]([O:40][CH3:41])=[CH:36][CH:35]=1)[C:20]([O:22][CH2:23][CH3:24])=[O:21].C([O-])([O-])=O.[Cs+].[Cs+].C(O)(C)(C)C. Product: [Br:1][C:2]1[C:10]2[C:9]([O:18][C@H:19]([CH2:25][C:26]3[CH:31]=[CH:30][CH:29]=[CH:28][C:27]=3[O:32][CH2:33][C:34]3[CH:35]=[CH:36][C:37]([O:40][CH3:41])=[CH:38][CH:39]=3)[C:20]([O:22][CH2:23][CH3:24])=[O:21])=[N:8][CH:7]=[N:6][C:5]=2[S:4][C:3]=1[C:12]1[O:13][C:14]([Cl:17])=[CH:15][CH:16]=1. The catalyst class is: 6. (5) Reactant: [OH:1][C:2]1[CH:7]=[CH:6][C:5]([C:8]2[CH:12]=[C:11]([C:13]([NH2:15])=[O:14])[O:10][N:9]=2)=[CH:4][CH:3]=1.C([O-])([O-])=O.[K+].[K+].[CH3:22][C:23]1[CH:24]=[C:25]([CH:28]=[CH:29][C:30]=1[CH3:31])[CH2:26]Br. Product: [CH3:22][C:23]1[CH:24]=[C:25]([CH:28]=[CH:29][C:30]=1[CH3:31])[CH2:26][O:1][C:2]1[CH:3]=[CH:4][C:5]([C:8]2[CH:12]=[C:11]([C:13]([NH2:15])=[O:14])[O:10][N:9]=2)=[CH:6][CH:7]=1. The catalyst class is: 639. (6) Reactant: Cl.[NH2:2][OH:3].[CH3:4][NH:5][C:6](=[O:15])[C:7](=O)[C:8]1[CH:13]=[CH:12][CH:11]=[CH:10][CH:9]=1. Product: [OH:3][N:2]=[C:7]([C:8]1[CH:13]=[CH:12][CH:11]=[CH:10][CH:9]=1)[C:6]([NH:5][CH3:4])=[O:15]. The catalyst class is: 17. (7) Reactant: [NH2:1][CH2:2][C:3]1([CH2:6][O:7][C:8]2[C:13]([O:14][CH3:15])=[C:12]([O:16][CH3:17])[CH:11]=[CH:10][C:9]=2[C:18]2[CH:26]=[CH:25][CH:24]=[C:23]3[C:19]=2[CH2:20][CH2:21][C:22]3=[O:27])[CH2:5][CH2:4]1.C(N(CC)CC)C.[C:35](Cl)(=[O:39])[O:36][CH2:37][CH3:38].C(OCC)(=O)C. Product: [CH2:37]([O:36][C:35](=[O:39])[NH:1][CH2:2][C:3]1([CH2:6][O:7][C:8]2[C:9]([C:18]3[CH:26]=[CH:25][CH:24]=[C:23]4[C:19]=3[CH2:20][CH2:21][C:22]4=[O:27])=[CH:10][CH:11]=[C:12]([O:16][CH3:17])[C:13]=2[O:14][CH3:15])[CH2:4][CH2:5]1)[CH3:38]. The catalyst class is: 4. (8) Product: [ClH:12].[Cl:13][C:3]1[C:2]([NH:1][S:24]([CH3:23])(=[O:26])=[O:25])=[CH:11][C:10]([Cl:12])=[CH:9][C:4]=1[C:5]([OH:7])=[O:6]. Reactant: [NH2:1][C:2]1[C:3]([Cl:13])=[C:4]([CH:9]=[C:10]([Cl:12])[CH:11]=1)[C:5]([O:7]C)=[O:6].CCN(C(C)C)C(C)C.[CH3:23][S:24](Cl)(=[O:26])=[O:25]. The catalyst class is: 2. (9) Reactant: [NH2:1][C:2]1[CH:3]=[C:4]2[C:8](=[CH:9][CH:10]=1)[NH:7][C:6]([C:11]([O:13][CH2:14][CH3:15])=[O:12])=[C:5]2[S:16]([N:19]1[CH2:24][CH2:23][O:22][CH2:21][CH2:20]1)(=[O:18])=[O:17].[Br:25]N1C(=O)CCC1=O. Product: [NH2:1][C:2]1[C:3]([Br:25])=[C:4]2[C:8](=[CH:9][CH:10]=1)[NH:7][C:6]([C:11]([O:13][CH2:14][CH3:15])=[O:12])=[C:5]2[S:16]([N:19]1[CH2:24][CH2:23][O:22][CH2:21][CH2:20]1)(=[O:18])=[O:17]. The catalyst class is: 9.